Dataset: Full USPTO retrosynthesis dataset with 1.9M reactions from patents (1976-2016). Task: Predict the reactants needed to synthesize the given product. (1) The reactants are: [CH3:1][NH:2][C:3]1[CH:8]=[CH:7][CH:6]=[CH:5][C:4]=1[N+:9]([O-:11])=[O:10].[Br:12]N1C(=O)CCC1=O.C(O)(=O)C. Given the product [Br:12][C:6]1[CH:7]=[CH:8][C:3]([NH:2][CH3:1])=[C:4]([N+:9]([O-:11])=[O:10])[CH:5]=1, predict the reactants needed to synthesize it. (2) Given the product [F:1][C:2]1[CH:3]=[C:4]([S:8]([NH:28][NH:27][C:25]([C:13]2[CH:14]=[CH:15][C:16]3[O:17][C:18]4[CH:24]=[CH:23][CH:22]=[CH:21][C:19]=4[C:20]=3[CH:12]=2)=[O:26])(=[O:10])=[O:9])[CH:5]=[CH:6][CH:7]=1, predict the reactants needed to synthesize it. The reactants are: [F:1][C:2]1[CH:3]=[C:4]([S:8](Cl)(=[O:10])=[O:9])[CH:5]=[CH:6][CH:7]=1.[CH:12]1[C:20]2[C:19]3[CH:21]=[CH:22][CH:23]=[CH:24][C:18]=3[O:17][C:16]=2[CH:15]=[CH:14][C:13]=1[C:25]([NH:27][NH2:28])=[O:26]. (3) Given the product [Cl:1][C:2]1[CH:24]=[CH:23][C:5]([CH2:6][NH:7][C:8]([C:10]2[C:11](=[O:22])[C:12]3[CH:19]=[C:18]([CH2:20][O:29][CH2:27][CH3:28])[O:17][C:13]=3[N:14]([CH3:16])[CH:15]=2)=[O:9])=[CH:4][CH:3]=1, predict the reactants needed to synthesize it. The reactants are: [Cl:1][C:2]1[CH:24]=[CH:23][C:5]([CH2:6][NH:7][C:8]([C:10]2[C:11](=[O:22])[C:12]3[CH:19]=[C:18]([CH2:20]Cl)[O:17][C:13]=3[N:14]([CH3:16])[CH:15]=2)=[O:9])=[CH:4][CH:3]=1.[OH-].[K+].[CH2:27]([OH:29])[CH3:28]. (4) Given the product [F:27][C:28]([F:45])([F:44])[C@H:29]([O:31][C:32]([N:23]1[CH2:24][CH2:25][CH:20]([C@:18]2([CH3:26])[O:17][C:14]3=[CH:15][N:16]=[C:11]([C:8]4[CH2:9][CH2:10][N:5]([S:2]([CH3:1])(=[O:3])=[O:4])[CH2:6][CH:7]=4)[CH:12]=[C:13]3[CH2:19]2)[CH2:21][CH2:22]1)=[O:33])[CH3:30], predict the reactants needed to synthesize it. The reactants are: [CH3:1][S:2]([N:5]1[CH2:10][CH:9]=[C:8]([C:11]2[CH:12]=[C:13]3[CH2:19][C@:18]([CH3:26])([CH:20]4[CH2:25][CH2:24][NH:23][CH2:22][CH2:21]4)[O:17][C:14]3=[CH:15][N:16]=2)[CH2:7][CH2:6]1)(=[O:4])=[O:3].[F:27][C:28]([F:45])([F:44])[C@H:29]([O:31][C:32](=O)[O:33]C1C=CC([N+]([O-])=O)=CC=1)[CH3:30]. (5) Given the product [OH:1][CH2:9][CH2:10][N:11]([CH2:24][CH2:25][O:26][CH3:27])[C:12](=[O:23])[NH:13][C@@H:14]([CH3:22])[C:15]([O:17][C:18]([CH3:20])([CH3:21])[CH3:19])=[O:16], predict the reactants needed to synthesize it. The reactants are: [O:1]([CH2:9][CH2:10][N:11]([CH2:24][CH2:25][O:26][CH3:27])[C:12](=[O:23])[NH:13][C@@H:14]([CH3:22])[C:15]([O:17][C:18]([CH3:21])([CH3:20])[CH3:19])=[O:16])[Si](C(C)(C)C)(C)C.[F-].C([N+](CCCC)(CCCC)CCCC)CCC.O. (6) Given the product [NH2:36][C:37]1[C:46]2[N:47]=[CH:48][N:49]([CH2:50][C:51]([CH3:54])([OH:53])[CH3:52])[C:45]=2[C:44]2[CH:43]=[CH:42][C:41]([CH:2]=[CH:1][S:3]([CH3:6])(=[O:5])=[O:4])=[CH:40][C:39]=2[N:38]=1, predict the reactants needed to synthesize it. The reactants are: [CH:1]([S:3]([CH3:6])(=[O:5])=[O:4])=[CH2:2].C(N(CC)CC)C.C1(C)C=CC=CC=1P(C1C=CC=CC=1C)C1C=CC=CC=1C.[NH2:36][C:37]1[C:46]2[N:47]=[CH:48][N:49]([CH2:50][C:51]([CH3:54])([OH:53])[CH3:52])[C:45]=2[C:44]2[CH:43]=[CH:42][C:41](Br)=[CH:40][C:39]=2[N:38]=1. (7) The reactants are: [NH2:1][C:2]1[C:11]2[N:12]=[C:13]([CH2:20][O:21][CH2:22][CH3:23])[N:14]([CH2:15][C:16]([CH3:19])([OH:18])[CH3:17])[C:10]=2[C:9]2[CH:8]=[CH:7][C:6]([O:24]N3CCCCC3)=[CH:5][C:4]=2[N:3]=1.C(O[C:35](=[O:37])[CH3:36])(=O)C. Given the product [C:35]([N:3]1[CH2:4][CH2:9][CH2:10][CH2:11][CH:2]1[O:24][C:6]1[CH:7]=[CH:8][C:9]2[C:10]3[N:14]([CH2:15][C:16]([CH3:19])([OH:18])[CH3:17])[C:13]([CH2:20][O:21][CH2:22][CH3:23])=[N:12][C:11]=3[C:2]([NH2:1])=[N:3][C:4]=2[CH:5]=1)(=[O:37])[CH3:36], predict the reactants needed to synthesize it. (8) Given the product [Cl:1][C:2]1[CH:7]=[C:6]([CH3:8])[CH:5]=[CH:4][C:3]=1[C:9]1[N:27]([CH2:28][C@@H:29]2[CH2:34][CH2:33][CH2:32][NH:31][CH2:30]2)[C:12]2[N:13]=[C:14]([NH:17][CH2:18][C:19]3[CH:24]=[CH:23][C:22]([F:25])=[C:21]([F:26])[CH:20]=3)[N:15]=[CH:16][C:11]=2[CH:10]=1, predict the reactants needed to synthesize it. The reactants are: [Cl:1][C:2]1[CH:7]=[C:6]([CH3:8])[CH:5]=[CH:4][C:3]=1[C:9]1[N:27]([CH2:28][C@@H:29]2[CH2:34][CH2:33][CH2:32][N:31](C(OC(C)(C)C)=O)[CH2:30]2)[C:12]2[N:13]=[C:14]([NH:17][CH2:18][C:19]3[CH:24]=[CH:23][C:22]([F:25])=[C:21]([F:26])[CH:20]=3)[N:15]=[CH:16][C:11]=2[CH:10]=1.C(O)(C(F)(F)F)=O.